This data is from Forward reaction prediction with 1.9M reactions from USPTO patents (1976-2016). The task is: Predict the product of the given reaction. Given the reactants [Li]C(C)(C)C.CCCCCCC.[CH3:13][N:14]([C:21]1[S:22][CH:23]=[CH:24][N:25]=1)[C:15]1[CH:20]=[CH:19][CH:18]=[CH:17][CH:16]=1.[Cl:26][C:27]1[N:32]=[CH:31][C:30]([F:33])=[CH:29][N:28]=1.ClC1C(=O)C(C#N)=C(C#N)C(=O)C=1Cl.O=C1O[C@H]([C@H](CO)O)C([O-])=C1O.[Na+], predict the reaction product. The product is: [Cl:26][C:27]1[N:32]=[C:31]([C:23]2[S:22][C:21]([N:14]([CH3:13])[C:15]3[CH:16]=[CH:17][CH:18]=[CH:19][CH:20]=3)=[N:25][CH:24]=2)[C:30]([F:33])=[CH:29][N:28]=1.